From a dataset of Experimentally validated miRNA-target interactions with 360,000+ pairs, plus equal number of negative samples. Binary Classification. Given a miRNA mature sequence and a target amino acid sequence, predict their likelihood of interaction. (1) Result: 0 (no interaction). The miRNA is hsa-miR-1307-3p with sequence ACUCGGCGUGGCGUCGGUCGUG. The protein sequence of the target gene is MSLQKLMEPEAGTNRTAVAEFILLGLVQTEEMQPVVFVLLLFAYLVTTGGNLSILAAVLVEPKLHAPMYFFLGNLSVLDVGCITVTVPAMLGRLLSHKSTISYDACLSQLFFFHLLAGMDCFLLTAMAYDRLLAICQPLTYSTRMSQTVQRMLVAASLACAFTNALTHTVAMSTLNFCGPNEVNHFYCDLPQLFQLSCSSTQLNELLLFAVGFIMAGTPLVLIITAYSHVAAAVLRIRSVEGRKKAFSTCGSHLTVVCLFFGRGIFNYMRLGSEEASDKDKGVGVFNTVINPMLNPLIYS.... (2) The miRNA is hsa-miR-4660 with sequence UGCAGCUCUGGUGGAAAAUGGAG. The protein sequence of the target gene is MAAEEPQQQKQEPLGSDSEGVNCLAYDEAIMAQQDRIQQEIAVQNPLVSERLELSVLYKEYAEDDNIYQQKIKDLHKKYSYIRKTRPDGNCFYRAFGFSHLEALLDDSKELQRFKAVSAKSKEDLVSQGFTEFTIEDFHNTFMDLIEQVEKQTSVADLLASFNDQSTSDYLVVYLRLLTSGYLQRESKFFEHFIEGGRTVKEFCQQEVEPMCKESDHIHIIALAQALSVSIQVEYMDRGEGGTTNPHIFPEGSEPKVYLLYRPGHYDILYK. Result: 0 (no interaction). (3) The miRNA is hsa-miR-4729 with sequence UCAUUUAUCUGUUGGGAAGCUA. The protein sequence of the target gene is MAASEAAVVSSPSLKTDTSPVLETAGTVAAMAATPSARAAAAVVAAAARTGSEARVSKAALATKLLSLSGVFAVHKPKGPTSAELLNRLKEKLLAEAGMPSPEWTKRKKQTLKIGHGGTLDSAARGVLVVGIGSGTKMLTSMLSGSKRYTAIGELGKATDTLDSTGRVTEEKPYDKITQEDIEGILQKFTGNIMQVPPLYSALKKDGQRLSTLMKRGEVVEAKPARPVTVYSISLQKFQPPFFTLDVECGGGFYIRSLVSDIGKELSSCANVLELTRTKQGPFTLEEHALPEDKWTIDDI.... Result: 1 (interaction).